Predict the reactants needed to synthesize the given product. From a dataset of Full USPTO retrosynthesis dataset with 1.9M reactions from patents (1976-2016). (1) Given the product [C:1]([C:3]1[CH:4]=[C:5]([CH:35]=[CH:36][CH:37]=1)[C:6]([NH:8][C:9]1[C:10]([CH3:34])=[C:11]2[C:17]([CH:18]3[CH2:25][C:22]4([CH2:23][CH2:24]4)[NH:21][CH2:20][CH2:19]3)=[CH:16][N:15]([CH3:33])[C:12]2=[N:13][CH:14]=1)=[O:7])#[N:2], predict the reactants needed to synthesize it. The reactants are: [C:1]([C:3]1[CH:4]=[C:5]([CH:35]=[CH:36][CH:37]=1)[C:6]([NH:8][C:9]1[C:10]([CH3:34])=[C:11]2[C:17]([CH:18]3[CH2:25][C:22]4([CH2:24][CH2:23]4)[N:21](C(OC(C)(C)C)=O)[CH2:20][CH2:19]3)=[CH:16][N:15]([CH3:33])[C:12]2=[N:13][CH:14]=1)=[O:7])#[N:2].C(O)(C(F)(F)F)=O.C([O-])(O)=O.[Na+]. (2) Given the product [NH2:30][C:19]1[CH:20]=[C:21]([C:24]2[CH:25]=[CH:26][CH:27]=[CH:28][CH:29]=2)[CH:22]=[CH:23][C:18]=1[C:16]([NH:15][C@@H:7]([CH:1]1[CH2:2][CH2:3][CH2:4][CH2:5][CH2:6]1)[C:8]([O:10][C:11]([CH3:14])([CH3:13])[CH3:12])=[O:9])=[O:17], predict the reactants needed to synthesize it. The reactants are: [CH:1]1([C@H:7]([NH:15][C:16]([C:18]2[CH:23]=[CH:22][C:21]([C:24]3[CH:29]=[CH:28][CH:27]=[CH:26][CH:25]=3)=[CH:20][C:19]=2[N+:30]([O-])=O)=[O:17])[C:8]([O:10][C:11]([CH3:14])([CH3:13])[CH3:12])=[O:9])[CH2:6][CH2:5][CH2:4][CH2:3][CH2:2]1. (3) Given the product [C:1]([O:5][C:6]([N:8]1[CH2:13][CH2:12][N:11]([C:14]2[CH:19]=[CH:18][CH:17]=[CH:16][C:15]=2[O:20][CH:21]2[CH2:22][NH:23][CH2:24]2)[CH2:10][CH2:9]1)=[O:7])([CH3:4])([CH3:2])[CH3:3], predict the reactants needed to synthesize it. The reactants are: [C:1]([O:5][C:6]([N:8]1[CH2:13][CH2:12][N:11]([C:14]2[CH:19]=[CH:18][CH:17]=[CH:16][C:15]=2[O:20][CH:21]2[CH2:24][N:23](C(C3C=CC=CC=3)C3C=CC=CC=3)[CH2:22]2)[CH2:10][CH2:9]1)=[O:7])([CH3:4])([CH3:3])[CH3:2].C([O-])=O.[NH4+]. (4) Given the product [I:17][CH2:2][CH2:3][CH2:4][CH2:5][CH2:6][CH2:7][O:8][C:9]([CH3:16])([CH3:15])[C:10]([O:12][CH2:13][CH3:14])=[O:11], predict the reactants needed to synthesize it. The reactants are: Br[CH2:2][CH2:3][CH2:4][CH2:5][CH2:6][CH2:7][O:8][C:9]([CH3:16])([CH3:15])[C:10]([O:12][CH2:13][CH3:14])=[O:11].[I-:17].[Na+]. (5) Given the product [CH:19]([O:18][C:15]1[CH:16]=[CH:17][C:12]([C:10]([N:7]2[CH2:6][CH2:5][C:4]3([CH2:3][CH:2]([O:1][CH3:33])[C:30]4[C:25](=[CH:26][CH:27]=[CH:28][CH:29]=4)[O:24]3)[CH2:9][CH2:8]2)=[O:11])=[CH:13][C:14]=1[O:22][CH3:23])([CH3:20])[CH3:21], predict the reactants needed to synthesize it. The reactants are: [OH:1][CH:2]1[C:30]2[C:25](=[CH:26][CH:27]=[CH:28][CH:29]=2)[O:24][C:4]2([CH2:9][CH2:8][N:7]([C:10]([C:12]3[CH:17]=[CH:16][C:15]([O:18][CH:19]([CH3:21])[CH3:20])=[C:14]([O:22][CH3:23])[CH:13]=3)=[O:11])[CH2:6][CH2:5]2)[CH2:3]1.[H-].[Na+].[CH3:33]I. (6) The reactants are: C([N:4]([C:26]1[C:31]([Cl:32])=[CH:30][C:29]([C:33]([F:42])([C:38]([F:41])([F:40])[F:39])[C:34]([F:37])([F:36])[F:35])=[CH:28][C:27]=1[Br:43])[C:5]([C:7]1[C:8]([O:24][CH3:25])=[C:9]([N:13]([CH2:22][CH3:23])[C:14]([C:16]2[CH:21]=[CH:20][N:19]=[CH:18][CH:17]=2)=[O:15])[CH:10]=[CH:11][CH:12]=1)=[O:6])(=O)C.[OH-].[Na+]. Given the product [Br:43][C:27]1[CH:28]=[C:29]([C:33]([F:42])([C:34]([F:35])([F:36])[F:37])[C:38]([F:39])([F:40])[F:41])[CH:30]=[C:31]([Cl:32])[C:26]=1[NH:4][C:5]([C:7]1[C:8]([O:24][CH3:25])=[C:9]([N:13]([CH2:22][CH3:23])[C:14]([C:16]2[CH:17]=[CH:18][N:19]=[CH:20][CH:21]=2)=[O:15])[CH:10]=[CH:11][CH:12]=1)=[O:6], predict the reactants needed to synthesize it. (7) The reactants are: [S:1]1[CH:5]=[CH:4][N:3]=[C:2]1[C:6]#[C:7][CH2:8][OH:9]. Given the product [S:1]1[CH:5]=[CH:4][N:3]=[C:2]1[CH2:6][CH2:7][CH2:8][OH:9], predict the reactants needed to synthesize it. (8) Given the product [OH:1][CH2:2][C:3]1[NH:4][C:5]2[C:10]([CH:11]=1)=[CH:9][C:8]([C:12]1[NH:19][C:17](=[O:18])[C:16]3[C:15](=[CH:23][C:22]([O:24][CH3:25])=[CH:21][C:20]=3[O:26][CH3:27])[N:14]=1)=[CH:7][CH:6]=2, predict the reactants needed to synthesize it. The reactants are: [OH:1][CH2:2][C:3]1[NH:4][C:5]2[C:10]([CH:11]=1)=[CH:9][C:8]([CH:12]=O)=[CH:7][CH:6]=2.[NH2:14][C:15]1[CH:23]=[C:22]([O:24][CH3:25])[CH:21]=[C:20]([O:26][CH3:27])[C:16]=1[C:17]([NH2:19])=[O:18].S([O-])(O)=O.[Na+].C1(C)C=CC(S(O)(=O)=O)=CC=1.